From a dataset of Reaction yield outcomes from USPTO patents with 853,638 reactions. Predict the reaction yield, written as a fraction of the theoretical maximum amount of product (1.0 means a 100% yield; for example, 0.34 means a 34% yield). (1) The product is [O:12]=[C:8]1[NH:9][C:10]2[N:11]3[CH:18]=[C:19]([C:20]([O:22][CH2:23][CH3:24])=[O:21])[N:1]=[C:2]3[CH:3]=[CH:4][C:5]=2[C:6]([C:13]([F:16])([F:15])[F:14])=[CH:7]1. The reactants are [NH2:1][C:2]1[N:11]=[C:10]2[C:5]([C:6]([C:13]([F:16])([F:15])[F:14])=[CH:7][C:8](=[O:12])[NH:9]2)=[CH:4][CH:3]=1.Br[CH2:18][C:19](=O)[C:20]([O:22][CH2:23][CH3:24])=[O:21]. The yield is 0.340. The catalyst is CN(C=O)C. (2) The reactants are [Cl:1][C:2]1[CH:3]=[C:4]2[C:9](=[CH:10][CH:11]=1)[CH2:8][N:7]([S:12]([CH2:15][CH2:16][C:17]([OH:19])=O)(=[O:14])=[O:13])[CH2:6][CH2:5]2.CCN=C=NCCCN(C)C.C1C=CC2N(O)N=NC=2C=1.Cl.Cl.[CH3:43][C:44]1[N:48]2[C:49](=[O:58])[N:50]([CH:52]3[CH2:57][CH2:56][NH:55][CH2:54][CH2:53]3)[CH2:51][C:47]2=[CH:46][N:45]=1. The catalyst is C1COCC1.C(N(CC)CC)C. The product is [Cl:1][C:2]1[CH:3]=[C:4]2[C:9](=[CH:10][CH:11]=1)[CH2:8][N:7]([S:12]([CH2:15][CH2:16][C:17]([N:55]1[CH2:54][CH2:53][CH:52]([N:50]3[CH2:51][C:47]4=[CH:46][N:45]=[C:44]([CH3:43])[N:48]4[C:49]3=[O:58])[CH2:57][CH2:56]1)=[O:19])(=[O:13])=[O:14])[CH2:6][CH2:5]2. The yield is 0.180. (3) The reactants are [C:1]([O:5][C:6]([NH:8][C:9]1[CH:14]=[CH:13][CH:12]=[CH:11][C:10]=1[NH:15][C:16](=[O:32])[C:17]1[CH:22]=[CH:21][C:20](B2OC(C)(C)C(C)(C)O2)=[CH:19][CH:18]=1)=[O:7])([CH3:4])([CH3:3])[CH3:2].[Cl:33][C:34]1[N:39]=[C:38](Cl)[CH:37]=[CH:36][N:35]=1. No catalyst specified. The product is [C:1]([O:5][C:6]([NH:8][C:9]1[CH:14]=[CH:13][CH:12]=[CH:11][C:10]=1[NH:15][C:16](=[O:32])[C:17]1[CH:22]=[CH:21][C:20]([C:36]2[CH:37]=[CH:38][N:39]=[C:34]([Cl:33])[N:35]=2)=[CH:19][CH:18]=1)=[O:7])([CH3:3])([CH3:2])[CH3:4]. The yield is 0.320. (4) The yield is 0.860. The reactants are [F:1][C:2]1[CH:3]=[C:4]([CH:6]=[CH:7][C:8]=1[O:9][C:10]1[CH:15]=[CH:14][N:13]=[C:12]2[CH:16]=[C:17]([I:19])[S:18][C:11]=12)[NH2:5].[N:20]1[CH:25]=[CH:24][CH:23]=C[CH:21]=1.ClC(OC1C=CC=CC=1)=[O:28].C1(N)CC1. The product is [CH:25]1([NH:20][C:21]([NH:5][C:4]2[CH:6]=[CH:7][C:8]([O:9][C:10]3[CH:15]=[CH:14][N:13]=[C:12]4[CH:16]=[C:17]([I:19])[S:18][C:11]=34)=[C:2]([F:1])[CH:3]=2)=[O:28])[CH2:23][CH2:24]1. The catalyst is CN(C=O)C.O. (5) The reactants are [OH:1][CH2:2][C:3]1[CH:7]=[C:6]([C:8]2[CH:13]=[CH:12][C:11]([CH3:14])=[CH:10][CH:9]=2)[N:5]([C:15]2[CH:20]=[CH:19][C:18]([S:21]([NH2:24])(=[O:23])=[O:22])=[CH:17][CH:16]=2)[N:4]=1. The catalyst is C1COCC1.[O-2].[O-2].[Mn+4]. The product is [CH:2]([C:3]1[CH:7]=[C:6]([C:8]2[CH:13]=[CH:12][C:11]([CH3:14])=[CH:10][CH:9]=2)[N:5]([C:15]2[CH:20]=[CH:19][C:18]([S:21]([NH2:24])(=[O:22])=[O:23])=[CH:17][CH:16]=2)[N:4]=1)=[O:1]. The yield is 0.680.